From a dataset of Full USPTO retrosynthesis dataset with 1.9M reactions from patents (1976-2016). Predict the reactants needed to synthesize the given product. (1) Given the product [OH:18][C:19]1[CH:20]=[CH:21][C:22]([CH3:26])=[C:23]([CH:25]=1)[NH:24][C:2]1[CH:7]=[C:6]([C:8]([F:11])([F:10])[F:9])[N:5]=[C:4]([C:12]2[CH:13]=[N:14][CH:15]=[CH:16][CH:17]=2)[N:3]=1, predict the reactants needed to synthesize it. The reactants are: Cl[C:2]1[CH:7]=[C:6]([C:8]([F:11])([F:10])[F:9])[N:5]=[C:4]([C:12]2[CH:13]=[N:14][CH:15]=[CH:16][CH:17]=2)[N:3]=1.[OH:18][C:19]1[CH:20]=[CH:21][C:22]([CH3:26])=[C:23]([CH:25]=1)[NH2:24].Cl.[OH-].[Na+]. (2) Given the product [CH:10]1[C:19]2[C:14](=[CH:15][CH:16]=[CH:17][CH:18]=2)[CH:13]=[CH:12][C:11]=1/[CH:20]=[CH:21]/[CH2:22][NH:9][C@@H:7]([C:1]1[CH:6]=[CH:5][CH:4]=[CH:3][CH:2]=1)[CH3:8], predict the reactants needed to synthesize it. The reactants are: [C:1]1([C@H:7]([NH2:9])[CH3:8])[CH:6]=[CH:5][CH:4]=[CH:3][CH:2]=1.[CH:10]1[C:19]2[C:14](=[CH:15][CH:16]=[CH:17][CH:18]=2)[CH:13]=[CH:12][C:11]=1/[CH:20]=[CH:21]/[CH:22]=O.[BH4-].[Na+].